From a dataset of Full USPTO retrosynthesis dataset with 1.9M reactions from patents (1976-2016). Predict the reactants needed to synthesize the given product. (1) Given the product [CH3:1][C:2]1[N:7]([CH2:8][CH2:9][CH3:10])[C:6](=[O:11])[N:5]([CH2:12][CH2:13][CH3:14])[C:4](=[O:15])[C:3]=1[N+:21]([O-:23])=[O:22], predict the reactants needed to synthesize it. The reactants are: [CH3:1][C:2]1[N:7]([CH2:8][CH2:9][CH3:10])[C:6](=[O:11])[N:5]([CH2:12][CH2:13][CH3:14])[C:4](=[O:15])[CH:3]=1.S(=O)(=O)(O)O.[N+:21]([O-])([OH:23])=[O:22]. (2) Given the product [Cl:17][C:11]1[CH:10]=[C:9]([C:6]2[CH:7]=[CH:8][N:4]([CH2:3][C@@H:2]([NH:1][C:27]([C:25]3[N:26]=[C:20]4[N:21]([CH:24]=3)[CH:22]=[CH:23][S:19]4)=[O:28])[CH3:18])[N:5]=2)[CH:16]=[CH:15][C:12]=1[C:13]#[N:14], predict the reactants needed to synthesize it. The reactants are: [NH2:1][C@@H:2]([CH3:18])[CH2:3][N:4]1[CH:8]=[CH:7][C:6]([C:9]2[CH:16]=[CH:15][C:12]([C:13]#[N:14])=[C:11]([Cl:17])[CH:10]=2)=[N:5]1.[S:19]1[CH:23]=[CH:22][N:21]2[CH:24]=[C:25]([C:27](O)=[O:28])[N:26]=[C:20]12.C1C=CC2N(O)N=NC=2C=1.CCN(C(C)C)C(C)C.CCN=C=NCCCN(C)C. (3) Given the product [NH2:1][C:2]1[C:3]([CH3:13])=[C:4]([C:9]([Br:14])=[C:10]([F:12])[CH:11]=1)[C:5]([O:7][CH3:8])=[O:6], predict the reactants needed to synthesize it. The reactants are: [NH2:1][C:2]1[C:3]([CH3:13])=[C:4]([CH:9]=[C:10]([F:12])[CH:11]=1)[C:5]([O:7][CH3:8])=[O:6].[Br:14]N1C(=O)CCC1=O. (4) Given the product [Br:11][C:12]1[CH:20]=[CH:19][N+:18]([O-:6])=[C:17]2[NH:16][CH:15]=[CH:14][C:13]=12, predict the reactants needed to synthesize it. The reactants are: ClC1C=C(C=CC=1)C(O)=[O:6].[Br:11][C:12]1[CH:20]=[CH:19][N:18]=[C:17]2[C:13]=1[CH:14]=[CH:15][NH:16]2. (5) Given the product [CH2:9]([O:8][P:6]([CH:11]([CH2:18][CH2:19][CH2:20][F:21])[C:12]([O:14][CH2:15][CH3:16])=[O:13])([O:5][CH2:3][CH3:4])=[O:7])[CH3:10], predict the reactants needed to synthesize it. The reactants are: [H-].[Na+].[CH2:3]([O:5][P:6]([CH2:11][C:12]([O:14][CH2:15][CH3:16])=[O:13])([O:8][CH2:9][CH3:10])=[O:7])[CH3:4].Br[CH2:18][CH2:19][CH2:20][F:21].